From a dataset of NCI-60 drug combinations with 297,098 pairs across 59 cell lines. Regression. Given two drug SMILES strings and cell line genomic features, predict the synergy score measuring deviation from expected non-interaction effect. (1) Drug 1: COC1=C(C=C2C(=C1)N=CN=C2NC3=CC(=C(C=C3)F)Cl)OCCCN4CCOCC4. Drug 2: CC(C)(C#N)C1=CC(=CC(=C1)CN2C=NC=N2)C(C)(C)C#N. Cell line: HCT-15. Synergy scores: CSS=28.6, Synergy_ZIP=-3.89, Synergy_Bliss=-1.59, Synergy_Loewe=-1.94, Synergy_HSA=-1.86. (2) Drug 1: CS(=O)(=O)CCNCC1=CC=C(O1)C2=CC3=C(C=C2)N=CN=C3NC4=CC(=C(C=C4)OCC5=CC(=CC=C5)F)Cl. Drug 2: C1=CC(=C(C=C1I)F)NC2=C(C=CC(=C2F)F)C(=O)NOCC(CO)O. Cell line: T-47D. Synergy scores: CSS=29.3, Synergy_ZIP=5.57, Synergy_Bliss=8.10, Synergy_Loewe=9.23, Synergy_HSA=9.75.